Dataset: Full USPTO retrosynthesis dataset with 1.9M reactions from patents (1976-2016). Task: Predict the reactants needed to synthesize the given product. (1) Given the product [Br:33][CH2:8][C:7]1[CH:6]=[C:5]([C:1]([CH3:4])([CH3:3])[CH3:2])[N:13]=[C:12]([C:14]([CH3:17])([CH3:16])[CH3:15])[CH:11]=1, predict the reactants needed to synthesize it. The reactants are: [C:1]([C:5]1[CH:6]=[C:7]([CH:11]=[C:12]([C:14]([CH3:17])([CH3:16])[CH3:15])[N:13]=1)[C:8](O)=O)([CH3:4])([CH3:3])[CH3:2].C(C1C=C(C)C=C(C(C)(C)C)N=1)(C)(C)C.[Br:33]N1C(=O)CCC1=O.C(OOC(=O)C1C=CC=CC=1)(=O)C1C=CC=CC=1. (2) Given the product [F:13][C:14]1[CH:19]=[C:18]([CH:17]=[CH:16][C:15]=1[N:30]1[CH2:31][CH2:32][NH:33][CH2:34][CH2:35]1)[O:20][CH2:21][CH2:22][OH:23], predict the reactants needed to synthesize it. The reactants are: O.C1(C)C=CC(S(O)(=O)=O)=CC=1.[F:13][C:14]1[CH:19]=[C:18]([O:20][CH2:21][CH2:22][O:23]C2CCCCO2)[CH:17]=[CH:16][C:15]=1[N:30]1[CH2:35][CH2:34][N:33](C(OC(C)(C)C)=O)[CH2:32][CH2:31]1.